This data is from Experimentally validated miRNA-target interactions with 360,000+ pairs, plus equal number of negative samples. The task is: Binary Classification. Given a miRNA mature sequence and a target amino acid sequence, predict their likelihood of interaction. (1) The miRNA is hsa-miR-153-3p with sequence UUGCAUAGUCACAAAAGUGAUC. The protein sequence of the target gene is MAAQPPRGIRLSALCPKFLHTNSTSHTWPFSAVAELIDNAYDPDVNAKQIWIDKTVINDHICLTFTDNGNGMTSDKLHKMLSFGFSDKVTMNGHVPVGLYGNGFKSGSMRLGKDAIVFTKNGESMSVGLLSQTYLEVIKAEHVVVPIVAFNKHRQMINLAESKASLAAILEHSLFSTEQKLLAELDAIIGKKGTRIIIWNLRSYKNATEFDFEKDKYDIRIPEDLDEITGKKGYKKQERMDQIAPESDYSLRAYCSILYLKPRMQIILRGQKVKTQLVSKSLAYIERDVYRPKFLSKTVR.... Result: 1 (interaction). (2) The miRNA is hsa-miR-3677-3p with sequence CUCGUGGGCUCUGGCCACGGCC. The protein sequence of the target gene is MPGPTPSGTNVGSSGRSPSKAVAARAAGSTVRQRKNASCGTRSAGRTTSAGTGGMWRFYTEDSPGLKVGPVPVLVMSLLFIASVFMLHIWGKYTRS. Result: 0 (no interaction). (3) The miRNA is hsa-miR-4472 with sequence GGUGGGGGGUGUUGUUUU. The protein sequence of the target gene is MIEVVCNDRLGKKVRVKCNTDDTIGDLKKLIAAQTGTRWNKIVLKKWYTIFKDHVSLGDYEIHDGMNLELYYQ. Result: 1 (interaction). (4) The miRNA is hsa-miR-1285-3p with sequence UCUGGGCAACAAAGUGAGACCU. The protein sequence of the target gene is MAEEPQSVLQLPTSIAAGGEGLTDVSPETTTPEPPSSAAVSPGTEEPAGDTKKKIDILLKAVGDTPIMKTKKWAVERTRTIQGLIDFIKKFLKLVASEQLFIYVNQSFAPSPDQEVGTLYECFGSDGKLVLHYCKSQAWG. Result: 1 (interaction). (5) Result: 0 (no interaction). The protein sequence of the target gene is MEHHCGLITSNKETVPLKNISVTLSINEFVAAVVATLNYENEEKVPLEATFVFPMDEDSAVYSFEALVDGKKIVAELQDKMKAHSEYEEALSQGHQAYLLEEDDYSRDVFSCNVGNLQPGAKVAVTLRYVQELPLETDGALRYLLPAILNPRYQLSEQSANSCLNIQKPTVPLEDLPYTLNMTATITSQHGIERVQSNCSLSPIQYLTDDKTSAQVSLTEGHKFDRDVELLIYYNEVHSPSVAVEMGMLDMKPDSLMGAPSAMVSFYPDIPEVEASKACGEFVFLMDRSGSMDSPMSTEN.... The miRNA is hsa-miR-3657 with sequence UGUGUCCCAUUAUUGGUGAUU. (6) The miRNA is hsa-miR-6759-3p with sequence UGACCUUUGCCUCUCCCCUCAG. The protein sequence of the target gene is MASLFRSYLPAIWLLLSQLLRESLAAELRGCGPRFGKHLLSYCPMPEKTFTTTPGGWLLESGRPKEMVSTSNNKDGQALGTTSEFIPNLSPELKKPLSEGQPSLKKIILSRKKRSGRHRFDPFCCEVICDDGTSVKLCT. Result: 0 (no interaction). (7) The miRNA is hsa-miR-5004-3p with sequence CUUGGAUUUUCCUGGGCCUCAG. The protein sequence of the target gene is MTSLSVHTDSPSTQGEMAFNLTILSLTELLSLGGLLGNGVALWLLNQNVYRNPFSIYLLDVACADLIFLCCHMVAIIPELLQDQLNFPEFVHISLTMLRFFCYIVGLSLLAAISTEQCLATLFPAWYLCRRPRYLTTCVCALIWVLCLLLDLLLSGACTQFFGAPSYHLCDMLWLVVAVLLAALCCTMCVTSLLLLLRVERGPERHQPRGFPTLVLLAVLLFLFCGLPFGIFWLSKNLSWHIPLYFYHFSFFMASVHSAAKPAIYFFLGSTPGQRFREPLRLVLQRALGDEAELGAGREA.... Result: 0 (no interaction). (8) The miRNA is hsa-miR-7843-3p with sequence AUGAAGCCUUCUCUGCCUUACG. The protein sequence of the target gene is MTHCCSPCCQPTCCRTTCWKPTTVTTCSSTPCCQPSCCVSSCCQPCCRPTCCQNTCCQPICVTSCCQPSCCSTPCCQPTCCGQTSCGSSCGQSSSCAPVYCRRTCYHPTTVCLPGCLNQSCGSNCCQPCCRPACCETTCCRTTCFQPTCVSSCCQPSCC. Result: 0 (no interaction).